From a dataset of Full USPTO retrosynthesis dataset with 1.9M reactions from patents (1976-2016). Predict the reactants needed to synthesize the given product. (1) Given the product [N:9]1[CH:10]=[CH:11][C:6]([C:4]2[N:12]=[C:13]([NH2:15])[S:14][CH:3]=2)=[CH:7][CH:8]=1, predict the reactants needed to synthesize it. The reactants are: Br.Br[CH2:3][C:4]([C:6]1[CH:11]=[CH:10][N:9]=[CH:8][CH:7]=1)=O.[NH2:12][C:13]([NH2:15])=[S:14].N. (2) The reactants are: [NH:1]=[C:2]1[C:11]([C:12]#[N:13])=[C:10]([C:14]2[CH:19]=[CH:18][CH:17]=[C:16]([O:20][CH3:21])[CH:15]=2)[C:9]2[C:4](=[CH:5][C:6]([O:22][CH3:23])=[CH:7][CH:8]=2)[S:3]1.SC1C=C(OC)C=CC=1C(C1C=CC=C(OC)C=1)=O.C(#N)C[C:45]#[N:46].N1CCCCC1. Given the product [NH:1]=[C:2]1[C:11]([C:45]#[N:46])([C:12]#[N:13])[CH:10]([C:14]2[CH:19]=[CH:18][CH:17]=[C:16]([O:20][CH3:21])[CH:15]=2)[C:9]2[C:4](=[CH:5][C:6]([O:22][CH3:23])=[CH:7][CH:8]=2)[S:3]1, predict the reactants needed to synthesize it.